Dataset: Catalyst prediction with 721,799 reactions and 888 catalyst types from USPTO. Task: Predict which catalyst facilitates the given reaction. (1) Reactant: [CH3:1][C:2]1[CH:3]=[C:4]([OH:9])[CH:5]=[C:6]([OH:8])[CH:7]=1.Br[CH2:11][CH:12]([CH3:14])[CH3:13].C([O-])([O-])=O.[K+].[K+].O. Product: [CH2:11]([O:8][C:6]1[CH:5]=[C:4]([OH:9])[CH:3]=[C:2]([CH3:1])[CH:7]=1)[CH:12]([CH3:14])[CH3:13]. The catalyst class is: 3. (2) Reactant: [NH2:1][C:2]1[C:3]2[N:4]([C:8]([C@@H:12]3[CH2:20][CH2:19][C@@H:18]4[N:14]([C:15](=O)[CH2:16][CH2:17]4)[CH2:13]3)=[N:9][C:10]=2[Br:11])[CH:5]=[CH:6][N:7]=1.COC1C=CC(P2(SP(C3C=CC(OC)=CC=3)(=S)S2)=[S:31])=CC=1. Product: [NH2:1][C:2]1[C:3]2[N:4]([C:8]([C@@H:12]3[CH2:20][CH2:19][C@@H:18]4[N:14]([C:15](=[S:31])[CH2:16][CH2:17]4)[CH2:13]3)=[N:9][C:10]=2[Br:11])[CH:5]=[CH:6][N:7]=1. The catalyst class is: 308.